Dataset: Catalyst prediction with 721,799 reactions and 888 catalyst types from USPTO. Task: Predict which catalyst facilitates the given reaction. (1) Reactant: [C:1]([O:4][CH2:5][C@:6]1([CH2:27][O:28][CH2:29][C:30]2[CH:35]=[CH:34][CH:33]=[CH:32][CH:31]=2)[O:14][CH:9](OC(=O)C)[C@H:8]([O:15][C:16](=[O:18])[CH3:17])[C@@H:7]1[O:19][CH2:20][C:21]1[CH:26]=[CH:25][CH:24]=[CH:23][CH:22]=1)(=[O:3])[CH3:2].[NH:36]1[CH:44]=[C:42]([CH3:43])[C:40](=[O:41])[NH:39][C:37]1=[O:38].O([Si](C)(C)C)S(C(F)(F)F)(=O)=O. Product: [C:1]([O:4][CH2:5][C@:6]1([CH2:27][O:28][CH2:29][C:30]2[CH:35]=[CH:34][CH:33]=[CH:32][CH:31]=2)[O:14][C@@H:9]([N:36]2[CH:44]=[C:42]([CH3:43])[C:40](=[O:41])[NH:39][C:37]2=[O:38])[C@H:8]([O:15][C:16](=[O:18])[CH3:17])[C@@H:7]1[O:19][CH2:20][C:21]1[CH:22]=[CH:23][CH:24]=[CH:25][CH:26]=1)(=[O:3])[CH3:2]. The catalyst class is: 10. (2) Reactant: C(OC([N:8]1[CH2:14][CH2:13][C:12]2[CH:15]=[C:16]([Br:18])[S:17][C:11]=2[CH2:10][CH2:9]1)=O)(C)(C)C.[ClH:19].O1CCOCC1. Product: [Br:18][C:16]1[S:17][C:11]2[CH2:10][CH2:9][NH:8][CH2:14][CH2:13][C:12]=2[CH:15]=1.[ClH:19]. The catalyst class is: 28.